From a dataset of Forward reaction prediction with 1.9M reactions from USPTO patents (1976-2016). Predict the product of the given reaction. (1) The product is: [C:41]([CH2:40][C:36]1([NH:35][C:12]([C:10]2[CH:9]=[CH:8][C:7]([O:15][C:16]([F:19])([F:18])[F:17])=[C:6]([O:5][CH2:4][CH:1]3[CH2:2][CH2:3]3)[N:11]=2)=[O:14])[CH2:39][O:38][CH2:37]1)(=[O:42])[NH2:43]. Given the reactants [CH:1]1([CH2:4][O:5][C:6]2[N:11]=[C:10]([C:12]([OH:14])=O)[CH:9]=[CH:8][C:7]=2[O:15][C:16]([F:19])([F:18])[F:17])[CH2:3][CH2:2]1.ClC1N=C(C(O)=O)C=CC=1OCC1CC1.[NH2:35][C:36]1([CH2:40][C:41]([NH2:43])=[O:42])[CH2:39][O:38][CH2:37]1, predict the reaction product. (2) Given the reactants C(OC([N:8]1[CH2:13][CH2:12][N:11]([CH2:14][CH2:15][CH2:16][O:17][C:18]2[CH:23]=[CH:22][C:21]([C:24]([N:26]3[C:35]4[C:30](=[CH:31][CH:32]=[CH:33][CH:34]=4)[C@H:29]([N:36]([C:44](=[O:46])[CH3:45])[C:37]4[CH:42]=[CH:41][C:40]([Cl:43])=[CH:39][CH:38]=4)[CH2:28][C@@H:27]3[CH3:47])=[O:25])=[CH:20][CH:19]=2)[CH2:10][CH2:9]1)=O)(C)(C)C.ClC1C=CC(N([C@H]2C3C(=CC=CC=3)N(C(=O)C3C=CC(O)=CC=3)[C@@H](C)C2)C(=O)C)=CC=1.C([O-])([O-])=O.[K+].[K+].C(OC(N1CCN(CCCCl)CC1)=O)(C)(C)C, predict the reaction product. The product is: [Cl:43][C:40]1[CH:41]=[CH:42][C:37]([N:36]([C@H:29]2[C:30]3[C:35](=[CH:34][CH:33]=[CH:32][CH:31]=3)[N:26]([C:24](=[O:25])[C:21]3[CH:22]=[CH:23][C:18]([O:17][CH2:16][CH2:15][CH2:14][N:11]4[CH2:10][CH2:9][NH:8][CH2:13][CH2:12]4)=[CH:19][CH:20]=3)[C@@H:27]([CH3:47])[CH2:28]2)[C:44](=[O:46])[CH3:45])=[CH:38][CH:39]=1. (3) Given the reactants C(O[C:4]([C:6]1[C:7]2[S:15][CH:14]=[C:13]([CH2:16][O:17][C:18]3[CH:23]=[CH:22][CH:21]=[C:20]([C:24]4[N:25]=[N:26][N:27]([CH2:29][C:30]5[CH:35]=[CH:34][C:33]([O:36][CH3:37])=[CH:32][CH:31]=5)[N:28]=4)[CH:19]=3)[C:8]=2[C:9]([NH2:12])=[N:10][CH:11]=1)=[O:5])C.[CH2:38]([CH2:40][NH2:41])[OH:39], predict the reaction product. The product is: [OH:39][CH2:38][CH2:40][NH:41][C:4]([C:6]1[C:7]2[S:15][CH:14]=[C:13]([CH2:16][O:17][C:18]3[CH:23]=[CH:22][CH:21]=[C:20]([C:24]4[N:25]=[N:26][N:27]([CH2:29][C:30]5[CH:35]=[CH:34][C:33]([O:36][CH3:37])=[CH:32][CH:31]=5)[N:28]=4)[CH:19]=3)[C:8]=2[C:9]([NH2:12])=[N:10][CH:11]=1)=[O:5]. (4) Given the reactants [CH3:1][C:2]1[C:11]([N+:12]([O-:14])=[O:13])=[CH:10][CH:9]=[CH:8][C:3]=1[C:4]([O:6]C)=[O:5].CC(N=NC(C#N)(C)C)(C#N)C.C1C(=O)N([Br:34])C(=O)C1, predict the reaction product. The product is: [Br:34][CH2:1][C:2]1[C:11]([N+:12]([O-:14])=[O:13])=[CH:10][CH:9]=[CH:8][C:3]=1[C:4]([OH:6])=[O:5]. (5) The product is: [NH:14]1[CH:13]=[CH:12][CH:11]=[C:10]([CH2:9][CH2:8][CH2:7][CH2:6][CH2:5][CH2:4][CH2:3][CH2:2][CH2:27][CH2:25][CH2:24][CH2:23][C:17]2[C:18](=[O:20])[NH:32][CH:33]=[CH:34][CH:15]=2)[C:42]1=[O:43]. Given the reactants N[CH2:2][CH2:3][CH2:4][CH2:5][CH2:6][CH2:7][CH2:8][CH2:9][CH2:10][CH2:11][CH2:12][CH2:13][NH2:14].[C:15]([CH2:17][C:18]([O:20]CC)=O)#N.[C:23](OCC)(=O)[CH2:24][C:25]([CH3:27])=O.[NH:32]1CCN[CH2:34][CH2:33]1.[N+]([O-])(O)=O.[CH3:42][OH:43], predict the reaction product.